From a dataset of Full USPTO retrosynthesis dataset with 1.9M reactions from patents (1976-2016). Predict the reactants needed to synthesize the given product. (1) Given the product [Br:1][C:2]1[C:7]([NH:34][C:35](=[O:37])[CH3:36])=[N:6][CH:5]=[C:4]([S:9]([N:12]([C:14]2[CH:33]=[CH:32][C:17]3[N:18]([CH2:25][CH:26]4[CH2:31][CH2:30][CH2:29][CH2:28][CH2:27]4)[C:19]([C:21]([CH3:24])([CH3:23])[CH3:22])=[N:20][C:16]=3[CH:15]=2)[CH3:13])(=[O:11])=[O:10])[CH:3]=1, predict the reactants needed to synthesize it. The reactants are: [Br:1][C:2]1[CH:3]=[C:4]([S:9]([N:12]([C:14]2[CH:33]=[CH:32][C:17]3[N:18]([CH2:25][CH:26]4[CH2:31][CH2:30][CH2:29][CH2:28][CH2:27]4)[C:19]([C:21]([CH3:24])([CH3:23])[CH3:22])=[N:20][C:16]=3[CH:15]=2)[CH3:13])(=[O:11])=[O:10])[CH:5]=[N:6][C:7]=1Cl.[NH3:34].[C:35](Cl)(=[O:37])[CH3:36]. (2) Given the product [C:19]([O:18][C:16]([N:12]1[CH2:13][CH2:14][CH2:15][CH:9]([N:6]2[CH2:7][CH2:8][C:3]([O:2][CH3:1])([C:23]([OH:25])=[O:24])[CH2:4][CH2:5]2)[CH2:10][CH2:11]1)=[O:17])([CH3:22])([CH3:21])[CH3:20], predict the reactants needed to synthesize it. The reactants are: [CH3:1][O:2][C:3]1([C:23]([O:25]C)=[O:24])[CH2:8][CH2:7][N:6]([CH:9]2[CH2:15][CH2:14][CH2:13][N:12]([C:16]([O:18][C:19]([CH3:22])([CH3:21])[CH3:20])=[O:17])[CH2:11][CH2:10]2)[CH2:5][CH2:4]1.[Li+].[OH-].Cl.